The task is: Predict the product of the given reaction.. This data is from Forward reaction prediction with 1.9M reactions from USPTO patents (1976-2016). Given the reactants [CH3:1][N:2]1[N:6]=[C:5](Br)[C:4]([Cl:8])=[N:3]1.[Cl-].[Li+].C([Mg]Cl)(C)C.[C:16](=[O:18])=[O:17].Cl, predict the reaction product. The product is: [CH3:1][N:2]1[N:6]=[C:5]([C:16]([OH:18])=[O:17])[C:4]([Cl:8])=[N:3]1.